Dataset: hERG potassium channel inhibition data for cardiac toxicity prediction from Karim et al.. Task: Regression/Classification. Given a drug SMILES string, predict its toxicity properties. Task type varies by dataset: regression for continuous values (e.g., LD50, hERG inhibition percentage) or binary classification for toxic/non-toxic outcomes (e.g., AMES mutagenicity, cardiotoxicity, hepatotoxicity). Dataset: herg_karim. (1) The drug is COc1ccc(C(C#N)(CCC[N+])C(C)C)cc1OC. The result is 0 (non-blocker). (2) The molecule is Clc1ccc2c(c1)C(N1CCNCC1)=Nc1ccccc1O2. The result is 1 (blocker). (3) The drug is COCCc1ccc(-n2cc(C3CC[NH+](CCN4CCNC4=O)CC3)c3cc(Cl)ccc32)cc1. The result is 0 (non-blocker). (4) The molecule is COc1ccc2c(c1)N(CCN1CCC(NCc3cc4c(cn3)OCCO4)CC1)C(=O)CS2. The result is 1 (blocker). (5) The molecule is N#Cc1ccccc1Cn1c(N2CCC[C@@H](N)C2)nc2[nH]c(Br)cc2c1=O. The result is 0 (non-blocker). (6) The molecule is Cc1ccnnc1N1CCN(C(=O)Nc2ccc(C(C)(C)C)cc2)[C@H](C)C1. The result is 1 (blocker). (7) The molecule is O=C(N1CCc2ncc(C(F)(F)F)cc2C1)[C@@]12CCO[C@@H]1C[C@@H](N1CCC(c3ccccc3)CC1)C2. The result is 1 (blocker). (8) The molecule is C[C@@H]1NC(c2cncc(C#N)c2)=N[C@@]1(c1ccc(F)cc1)c1ccc(F)nc1. The result is 0 (non-blocker).